Dataset: Forward reaction prediction with 1.9M reactions from USPTO patents (1976-2016). Task: Predict the product of the given reaction. (1) Given the reactants [NH2:1][C:2]1[CH:7]=[C:6]([O:8][CH2:9][CH2:10][O:11][CH3:12])[C:5]([O:13][CH2:14][CH2:15][O:16][CH3:17])=[CH:4][C:3]=1[C:18](=[O:20])[CH3:19].C[O-].[Na+].[CH:24](OCC)=O, predict the reaction product. The product is: [CH3:17][O:16][CH2:15][CH2:14][O:13][C:5]1[CH:4]=[C:3]2[C:2](=[CH:7][C:6]=1[O:8][CH2:9][CH2:10][O:11][CH3:12])[N:1]=[CH:24][CH:19]=[C:18]2[OH:20]. (2) The product is: [CH3:29][N:28]([CH3:30])[C:27]([C:24]1[CH:25]=[CH:26][C:21]([NH:20][C:19]([C@H:9]2[CH2:10][C@@H:11]([OH:37])[CH2:12][NH:8]2)=[O:33])=[C:22]([F:32])[CH:23]=1)=[O:31]. Given the reactants C(OC([N:8]1[CH2:12][CH:11](C(C)(C)C)[C:10](C)(C)[C:9]1(O[SiH3])[C:19](=[O:33])[NH:20][C:21]1[CH:26]=[CH:25][C:24]([C:27](=[O:31])[N:28]([CH3:30])[CH3:29])=[CH:23][C:22]=1[F:32])=O)(C)(C)C.C(O)(C(F)(F)F)=[O:37], predict the reaction product. (3) Given the reactants Cl[C:2]1C=CC=C(C(OO)=O)C=1.CS[CH2:14][C:15]1[CH:16]=[CH:17][CH:18]=[C:19]2[C:23]=1[NH:22][CH:21]=[CH:20]2.[S:24]([O-:27])([O-])=[O:25].[Na+].[Na+], predict the reaction product. The product is: [CH3:2][S:24]([CH2:14][C:15]1[CH:16]=[CH:17][CH:18]=[C:19]2[C:23]=1[NH:22][CH:21]=[CH:20]2)(=[O:27])=[O:25].